This data is from Catalyst prediction with 721,799 reactions and 888 catalyst types from USPTO. The task is: Predict which catalyst facilitates the given reaction. (1) Reactant: [NH2:1][C:2]1[C:7]([C:8]#[N:9])=[C:6]([NH:10][C@H:11]([C:13]2[N:17]([CH3:18])[C:16]3[C:19](Br)=[C:20]([F:23])[CH:21]=[CH:22][C:15]=3[N:14]=2)[CH3:12])[N:5]=[CH:4][N:3]=1.CC1(C)C(C)(C)OB([C:33]2[CH2:34][CH2:35][O:36][CH2:37][CH:38]=2)O1.C(=O)([O-])[O-].[Cs+].[Cs+]. Product: [NH2:1][C:2]1[C:7]([C:8]#[N:9])=[C:6]([NH:10][C@H:11]([C:13]2[N:17]([CH3:18])[C:16]3[C:19]([C:33]4[CH2:38][CH2:37][O:36][CH2:35][CH:34]=4)=[C:20]([F:23])[CH:21]=[CH:22][C:15]=3[N:14]=2)[CH3:12])[N:5]=[CH:4][N:3]=1. The catalyst class is: 70. (2) Reactant: [Cl:1][C:2]1[C:3]([F:30])=[C:4]([F:29])[C:5]([NH:20][C:21]2[CH:26]=[CH:25][C:24]([I:27])=[CH:23][C:22]=2[Cl:28])=[C:6]([CH:19]=1)[C:7]([NH:9][O:10][CH2:11][C@@H:12]1[CH2:16][O:15]C(C)(C)[O:13]1)=[O:8].Cl. Product: [Cl:1][C:2]1[C:3]([F:30])=[C:4]([F:29])[C:5]([NH:20][C:21]2[CH:26]=[CH:25][C:24]([I:27])=[CH:23][C:22]=2[Cl:28])=[C:6]([CH:19]=1)[C:7]([NH:9][O:10][CH2:11][C@@H:12]([OH:13])[CH2:16][OH:15])=[O:8]. The catalyst class is: 7. (3) Reactant: [NH:1]1[C:9]2[C:4](=[CH:5][CH:6]=[CH:7][CH:8]=2)[C:3]([NH:10][C:11](=[O:15])OCC)=[N:2]1.[Cl:16][C:17]1[CH:18]=[C:19]([N:24]2[CH2:29][CH2:28][NH:27][CH2:26][CH2:25]2)[CH:20]=[CH:21][C:22]=1[Cl:23].C1CCN2C(=NCCC2)CC1. Product: [NH:1]1[C:9]2[C:4](=[CH:5][CH:6]=[CH:7][CH:8]=2)[C:3]([NH:10][C:11]([N:27]2[CH2:26][CH2:25][N:24]([C:19]3[CH:20]=[CH:21][C:22]([Cl:23])=[C:17]([Cl:16])[CH:18]=3)[CH2:29][CH2:28]2)=[O:15])=[N:2]1. The catalyst class is: 16. (4) Reactant: [C:1]([O:5][C:6]([NH:8][C:9]1[CH:14]=[CH:13][C:12]([C:15]2[S:16][CH:17]=[CH:18][CH:19]=2)=[CH:11][C:10]=1[NH:20][C:21]([C:23]1[CH:35]=[CH:34][C:26]([CH2:27][NH:28][C:29](=[O:33])[O:30][CH2:31]Cl)=[CH:25][CH:24]=1)=[O:22])=[O:7])([CH3:4])([CH3:3])[CH3:2].[P:36]([O:41]C)([O:39][CH3:40])[O:37][CH3:38]. Product: [C:1]([O:5][C:6]([NH:8][C:9]1[CH:14]=[CH:13][C:12]([C:15]2[S:16][CH:17]=[CH:18][CH:19]=2)=[CH:11][C:10]=1[NH:20][C:21]([C:23]1[CH:35]=[CH:34][C:26]([CH2:27][NH:28][C:29]([O:30][CH2:31][P:36](=[O:41])([O:39][CH3:40])[O:37][CH3:38])=[O:33])=[CH:25][CH:24]=1)=[O:22])=[O:7])([CH3:4])([CH3:3])[CH3:2]. The catalyst class is: 4. (5) Reactant: C[Si](C)(C)[N-][Si](C)(C)C.[Na+].[F:11][C:12]([F:31])([F:30])[C:13]1[CH:14]=[C:15]([C:19]2[CH:20]=[CH:21][C:22]3[NH:27][C:26](=[O:28])[CH2:25][NH:24][C:23]=3[N:29]=2)[CH:16]=[CH:17][CH:18]=1.[CH3:32]I.[NH4+].[Cl-]. Product: [CH3:32][N:27]1[C:26](=[O:28])[CH2:25][NH:24][C:23]2[N:29]=[C:19]([C:15]3[CH:16]=[CH:17][CH:18]=[C:13]([C:12]([F:30])([F:11])[F:31])[CH:14]=3)[CH:20]=[CH:21][C:22]1=2. The catalyst class is: 20. (6) Reactant: [Br:1][C:2]1[N:6]2[CH:7]=[CH:8][NH:9][C:10](=[O:11])[C:5]2=[N:4][CH:3]=1.[H-].[Na+].I[CH2:15][CH3:16]. Product: [Br:1][C:2]1[N:6]2[CH:7]=[CH:8][N:9]([CH2:15][CH3:16])[C:10](=[O:11])[C:5]2=[N:4][CH:3]=1. The catalyst class is: 35.